Dataset: Full USPTO retrosynthesis dataset with 1.9M reactions from patents (1976-2016). Task: Predict the reactants needed to synthesize the given product. Given the product [C:1]([O:5][C:6](=[O:22])[NH:7][CH2:8][CH:9]1[CH2:13][CH2:12][NH:11][CH2:10]1)([CH3:4])([CH3:2])[CH3:3], predict the reactants needed to synthesize it. The reactants are: [C:1]([O:5][C:6](=[O:22])[NH:7][CH2:8][CH:9]1[CH2:13][CH2:12][N:11](C(C2C=CC=CC=2)C)[CH2:10]1)([CH3:4])([CH3:3])[CH3:2].